This data is from Experimentally validated miRNA-target interactions with 360,000+ pairs, plus equal number of negative samples. The task is: Binary Classification. Given a miRNA mature sequence and a target amino acid sequence, predict their likelihood of interaction. (1) The miRNA is hsa-miR-6869-3p with sequence CGCCGCGCGCAUCGGCUCAGC. The protein sequence of the target gene is MSPSGRLCLLTIVGLILPTRGQTLKDTTSSSSADSTIMDIQVPTRAPDAVYTELQPTSPTPTWPADETPQPQTQTQQLEGTDGPLVTDPETHKSTKAAHPTDDTTTLSERPSPSTDVQTDPQTLKPSGFHEDDPFFYDEHTLRKRGLLVAAVLFITGIIILTSGKCRQLSRLCRNRCR. Result: 0 (no interaction). (2) The miRNA is hsa-miR-4512 with sequence CAGGGCCUCACUGUAUCGCCCA. The protein sequence of the target gene is MAAVAVAVREDSGSGMKAELPPGPGAVGREMTKEEKLQLRKEKKQQKKKRKEEKGAEPETGSAVSAAQCQVGPTRELPESGIQLGTPREKVPAGRSKAELRAERRAKQEAERALKQARKGEQGGPPPKASPSTAGETPSGVKRLPEYPQVDDLLLRRLVKKPERQQVPTRKDYGSKVSLFSHLPQYSRQNSLTQFMSIPSSVIHPAMVRLGLQYSQGLVSGSNARCIALLRALQQVIQDYTTPPNEELSRDLVNKLKPYMSFLTQCRPLSASMHNAIKFLNKEITSVGSSKREEEAKSEL.... Result: 0 (no interaction). (3) The protein sequence of the target gene is MSFRKVVRQSKFRHVFGQPVKNDQCYEDIRVSRVTWDSTFCAVNPKFLAVIVEASGGGAFLVLPLSKTGRIDKAYPTVCGHTGPVLDIDWCPHNDEVIASGSEDCTVMVWQIPENGLTSPLTEPVVVLEGHTKRVGIIAWHPTARNVLLSAGCDNVVLIWNVGTAEELYRLDSLHPDLIYNVSWNHNGSLFCSACKDKSVRIIDPRRGTLVAEREKAHEGARPMRAIFLADGKVFTTGFSRMSERQLALWDPENLEEPMALQELDSSNGALLPFYDPDTSVVYVCGKGDSSIRYFEITEE.... Result: 1 (interaction). The miRNA is hsa-miR-155-5p with sequence UUAAUGCUAAUCGUGAUAGGGGUU. (4) The miRNA is rno-miR-200a-5p with sequence CAUCUUACCGGACAGUGCUGG. The protein sequence of the target gene is MGNLLKVLTREIENYPHFFLDFENAQPTEGEREIWNQISAVLQDSESILADLQAYKGAGPEIRDAIQNPNDIQLQEKAWNAVCPLVVRLKRFYEFSIRLEKALQSLLESLTCPPYTPTQHLEREQALAKEFAEILHFTLRFDELKMRNPAIQNDFSYYRRTISRNRINNMHLDIENEVNNEMANRMSLFYAEATPMLKTLSNATMHFVSENKTLPIENTTDCLSTMTSVCKVMLETPEYRSRFTSEETLMFCMRVMVGVIILYDHVHPVGAFCKTSKIDMKGCIKVLKEQAPDSVEGLLN.... Result: 0 (no interaction). (5) The miRNA is hsa-miR-148b-3p with sequence UCAGUGCAUCACAGAACUUUGU. The protein sequence of the target gene is MERATRPGPRALLLLLFLLLGCAAGISAVAPARSLLAPASETVFGLGAAAAPTSAARVPAVATAEVTVEDAEALPAAAGEPESRATEPDDDVELRPRGRSLVIISTLDGRIAALDAENDGKKQWDLDVGSGSLVSSSLSKPEVFGNKMIIPSLDGDLFQWDRDRESMEAVPFTVESLLESSYKFGDDVVLVGGKSLITYGLSAYSGKLRYICSALGCRRWDSDEMEEEEDILLLQRTQKTVRAVGPRSGSEKWNFSVGHFELRYIPDMETRAGFIESTFKPGGNKEDSKIISDVEEQEAT.... Result: 0 (no interaction). (6) The miRNA is rno-miR-204-5p with sequence UUCCCUUUGUCAUCCUAUGCCU. The protein sequence of the target gene is MAAEPNKTEIQTLFKRLRAVPTNKACFDCGAKNPSWASITYGVFLCIDCSGVHRSLGVHLSFIRSTELDSNWNWFQLRCMQVGGNANATAFFRQHGCTANDANTKYNSRAAQMYREKIRQLGSAALARHGTDLWIDNMSSAVPNHSPEKKDSDFFTEHTQPPAWDAPATEPSGTQQPAPSTESSGLAQPEHGPNTDLLGTSPKASLELKSSIIGKKKPAAAKKGLGAKKGLGAQKVSSQSFSEIERQAQVAEKLREQQAADAKKQAEESMVASMRLAYQELQIDRKKEEKKLQNLEGKKR.... Result: 0 (no interaction). (7) The miRNA is hsa-miR-488-5p with sequence CCCAGAUAAUGGCACUCUCAA. The protein sequence of the target gene is MGLLAFLKTQFVLHLLVGFVFVVSGLVINFVQLCTLALWPVSKQLYRRLNCRLAYSLWSQLVMLLEWWSCTECTLFTDQATVERFGKEHAVIILNHNFEIDFLCGWTMCERFGVLGSSKVLAKKELLYVPLIGWTWYFLEIVFCKRKWEEDRDTVVEGLRRLSDYPEYMWFLLYCEGTRFTETKHRVSMEVAAAKGLPVLKYHLLPRTKGFTTAVKCLRGTVAAVYDVTLNFRGNKNPSLLGILYGKKYEADMCVRRFPLEDIPLDEKEAAQWLHKLYQEKDALQEIYNQKGMFPGEQFK.... Result: 0 (no interaction).